From a dataset of Full USPTO retrosynthesis dataset with 1.9M reactions from patents (1976-2016). Predict the reactants needed to synthesize the given product. (1) The reactants are: [NH2:1][C:2]1[N:6]([CH:7]2[CH2:11][CH2:10][CH2:9][CH2:8]2)[N:5]=[CH:4][C:3]=1[C:12]([NH2:14])=[O:13].N[C:16]1N(C(C)C)N=C[C:17]=1C(N)=O.[CH3:27][O:28][C:29]1[CH:30]=[C:31]([NH:35][CH2:36][CH2:37]O)[CH:32]=[CH:33][CH:34]=1.ClC1C=CC(NCCO)=CC=1. Given the product [CH:7]1([N:6]2[C:2]3[N:1]=[C:16]4[CH2:17][N:35]([C:31]5[CH:32]=[CH:33][CH:34]=[C:29]([O:28][CH3:27])[CH:30]=5)[CH2:36][CH2:37][N:14]4[C:12](=[O:13])[C:3]=3[CH:4]=[N:5]2)[CH2:11][CH2:10][CH2:9][CH2:8]1, predict the reactants needed to synthesize it. (2) Given the product [CH3:13][C:14]1[N:19]=[C:18]([S:20][CH2:6][C:7]2[N:11]([CH3:12])[N:10]=[CH:9][CH:8]=2)[N:17]=[C:16]([OH:21])[CH:15]=1, predict the reactants needed to synthesize it. The reactants are: P(Br)(Br)Br.Br[CH2:6][C:7]1[N:11]([CH3:12])[N:10]=[CH:9][CH:8]=1.[CH3:13][C:14]1[N:19]=[C:18]([SH:20])[N:17]=[C:16]([OH:21])[CH:15]=1. (3) Given the product [CH2:1]([O:3][C:4]([C:6]1[CH:15]=[CH:14][C:13]2[C:8](=[CH:9][CH:10]=[C:11]([O:16][CH2:44][CH2:43][CH2:42][N:36]3[CH2:41][CH2:40][CH2:39][CH2:38][CH2:37]3)[CH:12]=2)[N:7]=1)=[O:5])[CH3:2], predict the reactants needed to synthesize it. The reactants are: [CH2:1]([O:3][C:4]([C:6]1[CH:15]=[CH:14][C:13]2[C:8](=[CH:9][CH:10]=[C:11]([OH:16])[CH:12]=2)[N:7]=1)=[O:5])[CH3:2].C1(P(C2C=CC=CC=2)C2C=CC=CC=2)C=CC=CC=1.[N:36]1([CH2:42][CH2:43][CH2:44]O)[CH2:41][CH2:40][CH2:39][CH2:38][CH2:37]1.